Dataset: Reaction yield outcomes from USPTO patents with 853,638 reactions. Task: Predict the reaction yield, written as a fraction of the theoretical maximum amount of product (1.0 means a 100% yield; for example, 0.34 means a 34% yield). (1) The reactants are C(O[C:4]([C:6]1[C:10]([I:11])=[C:9]([CH3:12])[S:8][C:7]=1[NH:13][C:14](=[O:18])[CH2:15][C:16]#[N:17])=[O:5])C.[H-].[Na+].CO. The catalyst is C1COCC1. The product is [OH:5][C:4]1[C:6]2[C:10]([I:11])=[C:9]([CH3:12])[S:8][C:7]=2[NH:13][C:14](=[O:18])[C:15]=1[C:16]#[N:17]. The yield is 0.229. (2) The reactants are [C:1]([NH:4][CH:5]1[CH2:10][CH2:9][N:8]([C:11]2[CH:21]=[CH:20][C:14]([C:15](OCC)=[O:16])=[CH:13][CH:12]=2)[CH2:7][CH2:6]1)(=[O:3])[CH3:2].CC(C[AlH]CC(C)C)C. The catalyst is C(Cl)Cl. The product is [OH:16][CH2:15][C:14]1[CH:13]=[CH:12][C:11]([N:8]2[CH2:7][CH2:6][CH:5]([NH:4][C:1](=[O:3])[CH3:2])[CH2:10][CH2:9]2)=[CH:21][CH:20]=1. The yield is 0.240.